From a dataset of Reaction yield outcomes from USPTO patents with 853,638 reactions. Predict the reaction yield, written as a fraction of the theoretical maximum amount of product (1.0 means a 100% yield; for example, 0.34 means a 34% yield). (1) The reactants are [N+:1]([C:4]1[CH:9]=[C:8]([N+:10]([O-])=O)[CH:7]=[CH:6][C:5]=1[C:13]([OH:22])([C:18]([F:21])([F:20])[F:19])[C:14](OC)=[O:15])([O-])=O. The catalyst is C(OCC)(=O)C. The product is [NH2:10][C:8]1[CH:9]=[C:4]2[C:5]([C:13]([OH:22])([C:18]([F:21])([F:20])[F:19])[C:14](=[O:15])[NH:1]2)=[CH:6][CH:7]=1. The yield is 0.990. (2) The reactants are [C:1]([O:9]C(C)(C)C)(=[O:8])[CH2:2][C:3](OCC)=O.[H-].[Na+].[F:16][C:17]1[C:22]([F:23])=[CH:21][CH:20]=[CH:19][C:18]=1[N+:24]([O-:26])=[O:25].[NH4+].[Cl-].[CH3:29]N(C=O)C. No catalyst specified. The product is [CH2:3]([CH:2]([C:21]1[CH:20]=[CH:19][C:18]([N+:24]([O-:26])=[O:25])=[C:17]([F:16])[C:22]=1[F:23])[C:1]([OH:9])=[O:8])[CH3:29]. The yield is 0.850. (3) The reactants are [CH:1]([C@H:14]1[CH2:20][C@H:19]2[C@H:17]([O:18]2)[CH2:16][O:15]1)([C:8]1[CH:13]=[CH:12][CH:11]=[CH:10][CH:9]=1)[C:2]1[CH:7]=[CH:6][CH:5]=[CH:4][CH:3]=1.[CH3:21][O:22][C:23]1[CH:30]=[CH:29][C:26]([CH2:27][NH2:28])=[CH:25][CH:24]=1. The catalyst is C(O)C. The product is [CH:1]([C@H:14]1[CH2:20][C@H:19]([OH:18])[C@@H:17]([NH:28][CH2:27][C:26]2[CH:29]=[CH:30][C:23]([O:22][CH3:21])=[CH:24][CH:25]=2)[CH2:16][O:15]1)([C:8]1[CH:13]=[CH:12][CH:11]=[CH:10][CH:9]=1)[C:2]1[CH:3]=[CH:4][CH:5]=[CH:6][CH:7]=1. The yield is 0.800. (4) The reactants are [H-].[Na+].[I-].[CH3:4][S+](C)(C)=O.[CH2:9]([O:16][C:17]1[CH:18]=[C:19]([CH:30]=[CH:31][CH:32]=1)[CH:20]=[C:21]([C:26]([O:28][CH3:29])=[O:27])[C:22]([O:24][CH3:25])=[O:23])[C:10]1[CH:15]=[CH:14][CH:13]=[CH:12][CH:11]=1.[Cl-].[NH4+]. The catalyst is CS(C)=O.C1(C)C=CC=CC=1.O. The product is [CH3:29][O:28][C:26]([C:21]1([C:22]([O:24][CH3:25])=[O:23])[CH2:4][CH:20]1[C:19]1[CH:30]=[CH:31][CH:32]=[C:17]([O:16][CH2:9][C:10]2[CH:11]=[CH:12][CH:13]=[CH:14][CH:15]=2)[CH:18]=1)=[O:27]. The yield is 0.790.